From a dataset of Forward reaction prediction with 1.9M reactions from USPTO patents (1976-2016). Predict the product of the given reaction. (1) Given the reactants O=P(Cl)(Cl)[Cl:3].[C:6]([C:10]1[CH:15]=[CH:14][N+:13]([O-])=[CH:12][CH:11]=1)([CH3:9])([CH3:8])[CH3:7].[O-]S([O-])(=O)=O.[Mg+2], predict the reaction product. The product is: [C:6]([C:10]1[CH:15]=[CH:14][N:13]=[C:12]([Cl:3])[CH:11]=1)([CH3:9])([CH3:8])[CH3:7]. (2) Given the reactants Cl[C:2]1[N:3]=[CH:4][CH:5]=[C:6]2[C:11](=[O:12])[C:10]([C:13]3[CH:18]=[CH:17][C:16]([C:19]4([NH:23][C:24](=[O:30])[O:25][C:26]([CH3:29])([CH3:28])[CH3:27])[CH2:22][CH2:21][CH2:20]4)=[CH:15][CH:14]=3)=[C:9]([C:31]3[CH:36]=[CH:35][CH:34]=[CH:33][CH:32]=3)[O:8][C:7]=12.[NH:37]1[CH:41]=[CH:40][N:39]=[CH:38]1.C(=O)([O-])[O-].[Cs+].[Cs+], predict the reaction product. The product is: [N:37]1([C:2]2[N:3]=[CH:4][CH:5]=[C:6]3[C:11](=[O:12])[C:10]([C:13]4[CH:14]=[CH:15][C:16]([C:19]5([NH:23][C:24](=[O:30])[O:25][C:26]([CH3:28])([CH3:27])[CH3:29])[CH2:22][CH2:21][CH2:20]5)=[CH:17][CH:18]=4)=[C:9]([C:31]4[CH:36]=[CH:35][CH:34]=[CH:33][CH:32]=4)[O:8][C:7]=23)[CH:41]=[CH:40][N:39]=[CH:38]1. (3) Given the reactants Cl[C:2]1[CH:7]=[CH:6][N:5]=[C:4]2[CH:8]=[CH:9][S:10][C:3]=12.[CH3:11][NH:12][C:13]([C:15]1[C:19]2[CH:20]=[CH:21][C:22]([OH:24])=[CH:23][C:18]=2[O:17][C:16]=1[CH3:25])=[O:14].C([O-])([O-])=O.[Cs+].[Cs+], predict the reaction product. The product is: [CH3:11][NH:12][C:13]([C:15]1[C:19]2[CH:20]=[CH:21][C:22]([O:24][C:2]3[CH:7]=[CH:6][N:5]=[C:4]4[CH:8]=[CH:9][S:10][C:3]=34)=[CH:23][C:18]=2[O:17][C:16]=1[CH3:25])=[O:14]. (4) Given the reactants C1C=CC2N(O)N=NC=2C=1.CCN=C=NCCCN(C)C.Cl.[CH2:23]([O:25][C:26]1[CH:27]=[C:28]([CH:32]=[C:33]([O:42][CH2:43][CH3:44])[C:34]=1[C:35]1[CH:40]=[CH:39][N:38]=[C:37]([F:41])[CH:36]=1)[C:29]([OH:31])=O)[CH3:24].Cl.[NH:46]1[C:50]([C:51]2[CH:52]=[C:53]3[C:63](=[CH:64][CH:65]=2)[O:62][C:56]2([CH2:61][CH2:60][NH:59][CH2:58][CH2:57]2)[CH2:55][C:54]3=[O:66])=[N:49][N:48]=[N:47]1, predict the reaction product. The product is: [CH2:43]([O:42][C:33]1[CH:32]=[C:28]([C:29]([N:59]2[CH2:60][CH2:61][C:56]3([CH2:55][C:54](=[O:66])[C:53]4[C:63](=[CH:64][CH:65]=[C:51]([C:50]5[NH:49][N:48]=[N:47][N:46]=5)[CH:52]=4)[O:62]3)[CH2:57][CH2:58]2)=[O:31])[CH:27]=[C:26]([O:25][CH2:23][CH3:24])[C:34]=1[C:35]1[CH:40]=[CH:39][N:38]=[C:37]([F:41])[CH:36]=1)[CH3:44]. (5) Given the reactants [O:1]1[CH2:6][CH:5]=[C:4](OS(C(F)(F)F)(=O)=O)[CH2:3][CH2:2]1.CC1(C)COB([C:22]2[CH:43]=[CH:42][C:25]3[C:26]4[N:30]([CH2:31][CH2:32][O:33][C:24]=3[CH:23]=2)[CH:29]=[C:28]([C:34]2[N:35]([CH:39]([CH3:41])[CH3:40])[N:36]=[CH:37][N:38]=2)[N:27]=4)OC1.C(=O)([O-])[O-].[Cs+].[Cs+].COCCOC, predict the reaction product. The product is: [O:1]1[CH2:6][CH:5]=[C:4]([C:22]2[CH:43]=[CH:42][C:25]3[C:26]4[N:30]([CH2:31][CH2:32][O:33][C:24]=3[CH:23]=2)[CH:29]=[C:28]([C:34]2[N:35]([CH:39]([CH3:41])[CH3:40])[N:36]=[CH:37][N:38]=2)[N:27]=4)[CH2:3][CH2:2]1.